Regression. Given two drug SMILES strings and cell line genomic features, predict the synergy score measuring deviation from expected non-interaction effect. From a dataset of NCI-60 drug combinations with 297,098 pairs across 59 cell lines. (1) Cell line: M14. Synergy scores: CSS=39.8, Synergy_ZIP=12.8, Synergy_Bliss=10.2, Synergy_Loewe=5.41, Synergy_HSA=12.9. Drug 2: CN(CC1=CN=C2C(=N1)C(=NC(=N2)N)N)C3=CC=C(C=C3)C(=O)NC(CCC(=O)O)C(=O)O. Drug 1: C1=CC(=CC=C1C#N)C(C2=CC=C(C=C2)C#N)N3C=NC=N3. (2) Drug 1: COC1=CC(=CC(=C1O)OC)C2C3C(COC3=O)C(C4=CC5=C(C=C24)OCO5)OC6C(C(C7C(O6)COC(O7)C8=CC=CS8)O)O. Drug 2: N.N.Cl[Pt+2]Cl. Cell line: RPMI-8226. Synergy scores: CSS=51.9, Synergy_ZIP=4.95, Synergy_Bliss=4.15, Synergy_Loewe=-33.4, Synergy_HSA=-1.46.